From a dataset of Reaction yield outcomes from USPTO patents with 853,638 reactions. Predict the reaction yield, written as a fraction of the theoretical maximum amount of product (1.0 means a 100% yield; for example, 0.34 means a 34% yield). (1) The reactants are [CH3:1][C@H:2]1[CH2:7][NH:6][CH2:5][CH2:4][NH:3]1.[Li]CCCC.CC([Si](Cl)(C)C)(C)C.[CH3:21][C:22]([O:25][C:26](O[C:26]([O:25][C:22]([CH3:24])([CH3:23])[CH3:21])=[O:27])=[O:27])([CH3:24])[CH3:23]. The catalyst is C1COCC1. The product is [CH3:1][C@H:2]1[CH2:7][NH:6][CH2:5][CH2:4][N:3]1[C:26]([O:25][C:22]([CH3:24])([CH3:23])[CH3:21])=[O:27]. The yield is 0.190. (2) The reactants are CN([CH:4]=[C:5]1[C:10](=O)[CH2:9][CH2:8][N:7]([C:12]2[CH:17]=[CH:16][N:15]=[C:14]([C:18]([NH:20][C:21]3[CH:26]=[CH:25][CH:24]=[C:23]([C:27]([F:30])([F:29])[F:28])[CH:22]=3)=[O:19])[CH:13]=2)[CH2:6]1)C.C(=O)(O)O.[NH2:35][C:36]([NH2:38])=[NH:37].O.O.O.C([O-])(=O)C.[Na+]. The catalyst is CCO. The product is [NH2:37][C:36]1[N:38]=[CH:4][C:5]2[CH2:6][N:7]([C:12]3[CH:17]=[CH:16][N:15]=[C:14]([C:18]([NH:20][C:21]4[CH:26]=[CH:25][CH:24]=[C:23]([C:27]([F:30])([F:28])[F:29])[CH:22]=4)=[O:19])[CH:13]=3)[CH2:8][CH2:9][C:10]=2[N:35]=1. The yield is 0.140. (3) The reactants are [NH2:1][C:2]1[C:3]([OH:12])=[CH:4][C:5]2[C:10]([CH:11]=1)=[CH:9][CH:8]=[CH:7][CH:6]=2.C(=O)([O-])[O-].[Na+].[Na+].[C:19](Cl)(=[O:21])[CH3:20].Cl. The catalyst is CC(C)=O. The product is [OH:12][C:3]1[C:2]([NH:1][C:19](=[O:21])[CH3:20])=[CH:11][C:10]2[C:5]([CH:4]=1)=[CH:6][CH:7]=[CH:8][CH:9]=2. The yield is 0.780. (4) The reactants are [H-].[Na+].F[C:4]1[CH:9]=[CH:8][C:7]([N+:10]([O-:12])=[O:11])=[CH:6][CH:5]=1.[F:13][C:14]1[C:19]([F:20])=[CH:18][CH:17]=[CH:16][C:15]=1[OH:21]. The catalyst is CN(C)C=O.Cl[Cu]. The product is [F:20][C:19]1[CH:18]=[CH:17][CH:16]=[C:15]([O:21][C:4]2[CH:9]=[CH:8][C:7]([N+:10]([O-:12])=[O:11])=[CH:6][CH:5]=2)[C:14]=1[F:13]. The yield is 0.840. (5) The reactants are Cl[C:2]1[CH:11]=[CH:10][N:9]=[C:8]2[C:3]=1[C:4]1[CH:16]=[CH:15][CH:14]=[CH:13][C:5]=1[C:6](=[O:12])[NH:7]2.[CH2:17]([NH:24][C:25]1[CH:30]=[CH:29][C:28]([OH:31])=[CH:27][CH:26]=1)[C:18]1C=CC=CC=1.C(=O)([O-])[O-:33].[K+].[K+]. The catalyst is CN(C=O)C.CO. The product is [O:12]=[C:6]1[C:5]2[CH:13]=[CH:14][CH:15]=[CH:16][C:4]=2[C:3]2[C:8](=[N:9][CH:10]=[CH:11][C:2]=2[O:31][C:28]2[CH:29]=[CH:30][C:25]([NH:24][C:17](=[O:33])[CH3:18])=[CH:26][CH:27]=2)[NH:7]1. The yield is 0.200. (6) The reactants are [Cl:1][C:2]1[CH:3]=[C:4]([CH2:19][C:20]([O:22]C)=[O:21])[CH:5]=[CH:6][C:7]=1[NH:8][C:9]1[S:10][C:11]2[CH:17]=[C:16]([F:18])[CH:15]=[CH:14][C:12]=2[N:13]=1.[OH-].[Na+]. The catalyst is C1COCC1. The product is [Cl:1][C:2]1[CH:3]=[C:4]([CH2:19][C:20]([OH:22])=[O:21])[CH:5]=[CH:6][C:7]=1[NH:8][C:9]1[S:10][C:11]2[CH:17]=[C:16]([F:18])[CH:15]=[CH:14][C:12]=2[N:13]=1. The yield is 0.840.